From a dataset of CYP3A4 inhibition data for predicting drug metabolism from PubChem BioAssay. Regression/Classification. Given a drug SMILES string, predict its absorption, distribution, metabolism, or excretion properties. Task type varies by dataset: regression for continuous measurements (e.g., permeability, clearance, half-life) or binary classification for categorical outcomes (e.g., BBB penetration, CYP inhibition). Dataset: cyp3a4_veith. (1) The drug is NC(N)=NC(N)=Nc1ccc(S(N)(=O)=O)cc1. The result is 0 (non-inhibitor). (2) The molecule is Cc1noc(C)c1C(=O)N1CCC2(CCN(Cc3cc(C(F)(F)F)cc(C(F)(F)F)c3)CC2)CC1. The result is 0 (non-inhibitor).